This data is from NCI-60 drug combinations with 297,098 pairs across 59 cell lines. The task is: Regression. Given two drug SMILES strings and cell line genomic features, predict the synergy score measuring deviation from expected non-interaction effect. Drug 1: CCCS(=O)(=O)NC1=C(C(=C(C=C1)F)C(=O)C2=CNC3=C2C=C(C=N3)C4=CC=C(C=C4)Cl)F. Drug 2: CC1=C(C=C(C=C1)NC(=O)C2=CC=C(C=C2)CN3CCN(CC3)C)NC4=NC=CC(=N4)C5=CN=CC=C5. Cell line: A549. Synergy scores: CSS=-1.16, Synergy_ZIP=1.49, Synergy_Bliss=1.00, Synergy_Loewe=-7.13, Synergy_HSA=-3.36.